The task is: Predict the product of the given reaction.. This data is from Forward reaction prediction with 1.9M reactions from USPTO patents (1976-2016). (1) Given the reactants [NH2:1][C:2]1[C:3]([C:8]([NH:10][C:11]2[CH:16]=[CH:15][C:14]([F:17])=[CH:13][C:12]=2[OH:18])=O)=[N:4][CH:5]=[CH:6][N:7]=1.C1(P(C2C=CC=CC=2)C2C=CC=CC=2)C=CC=CC=1.N1C=CC=CC=1.ClC(Cl)(Cl)C#N, predict the reaction product. The product is: [F:17][C:14]1[CH:15]=[CH:16][C:11]2[N:10]=[C:8]([C:3]3[C:2]([NH2:1])=[N:7][CH:6]=[CH:5][N:4]=3)[O:18][C:12]=2[CH:13]=1. (2) Given the reactants [O:1]1[CH:5]=[CH:4][C:3]([C:6]([OH:8])=[O:7])=[CH:2]1.C([N-]C(C)C)(C)C.[Li+].[CH3:17][CH:18]([CH3:22])[CH2:19][CH:20]=[O:21].Cl, predict the reaction product. The product is: [OH:21][CH:20]([C:2]1[O:1][CH:5]=[CH:4][C:3]=1[C:6]([OH:8])=[O:7])[CH2:19][CH:18]([CH3:22])[CH3:17]. (3) Given the reactants [CH3:1][O:2][C:3]1[CH:4]=[C:5]2[C:10](=[CH:11][C:12]=1[O:13][CH3:14])[N:9]=[CH:8][CH:7]=[C:6]2O.O=P(Cl)(Cl)[Cl:18], predict the reaction product. The product is: [Cl:18][C:6]1[C:5]2[C:10](=[CH:11][C:12]([O:13][CH3:14])=[C:3]([O:2][CH3:1])[CH:4]=2)[N:9]=[CH:8][CH:7]=1. (4) The product is: [CH3:1][O:2][C:6]1[C:7]([CH3:24])=[C:8]([N:15]2[CH2:20][CH2:19][N:18]([C:21](=[O:23])[CH3:22])[CH2:17][CH2:16]2)[CH:9]=[CH:10][C:11]=1[N+:12]([O-:14])=[O:13]. Given the reactants [CH3:1][OH:2].[H-].[Na+].Cl[C:6]1[C:7]([CH3:24])=[C:8]([N:15]2[CH2:20][CH2:19][N:18]([C:21](=[O:23])[CH3:22])[CH2:17][CH2:16]2)[CH:9]=[CH:10][C:11]=1[N+:12]([O-:14])=[O:13], predict the reaction product. (5) Given the reactants C([O:8][C:9]1[C:10]([O:36][CH3:37])=[N:11][C:12]2[C:17]([C:18]=1[Cl:19])=[CH:16][C:15]([C:20]([C:29]1[N:33]([CH3:34])[C:32]([CH3:35])=[N:31][CH:30]=1)([C:22]1[N:26]([CH3:27])[C:25]([CH3:28])=[N:24][CH:23]=1)[OH:21])=[CH:14][CH:13]=2)C1C=CC=CC=1, predict the reaction product. The product is: [CH3:34][N:33]1[C:29]([C:20]([C:22]2[N:26]([CH3:27])[C:25]([CH3:28])=[N:24][CH:23]=2)([OH:21])[C:15]2[CH:16]=[C:17]3[C:12](=[CH:13][CH:14]=2)[N:11]=[C:10]([O:36][CH3:37])[C:9]([OH:8])=[C:18]3[Cl:19])=[CH:30][N:31]=[C:32]1[CH3:35]. (6) Given the reactants [N:1]1[CH:6]=[CH:5][CH:4]=[CH:3][N:2]=1.C[Si]([C:11]#[N:12])(C)C.[Cl-].[Al+3].[Cl-].[Cl-].[C:17]1([CH3:27])[CH:22]=[CH:21][C:20]([S:23](Cl)(=[O:25])=[O:24])=[CH:19][CH:18]=1, predict the reaction product. The product is: [CH3:27][C:17]1[CH:22]=[CH:21][C:20]([S:23]([N:1]2[CH:6]([C:11]#[N:12])[CH:5]=[CH:4][CH:3]=[N:2]2)(=[O:25])=[O:24])=[CH:19][CH:18]=1. (7) Given the reactants [C:1]1([CH2:7][CH:8]([OH:12])[C:9]([OH:11])=[O:10])[CH:6]=[CH:5][CH:4]=[CH:3][CH:2]=1.[C:13](Cl)(=[O:20])[C:14]1[CH:19]=[CH:18][CH:17]=[CH:16][CH:15]=1.C(N(CC)CC)C, predict the reaction product. The product is: [C:13]([O:12][CH:8]([CH2:7][C:1]1[CH:6]=[CH:5][CH:4]=[CH:3][CH:2]=1)[C:9]([OH:11])=[O:10])(=[O:20])[C:14]1[CH:19]=[CH:18][CH:17]=[CH:16][CH:15]=1. (8) Given the reactants [CH3:1][N:2]1[CH:6]=[C:5]([C:7]2[C:15]3[C:10](=[N:11][CH:12]=[C:13]([OH:16])[CH:14]=3)[N:9]([CH2:17][O:18][CH2:19][CH2:20][Si:21]([CH3:24])([CH3:23])[CH3:22])[CH:8]=2)[CH:4]=[N:3]1.Br[CH2:26][CH2:27][C:28]1[CH:33]=[CH:32][CH:31]=[CH:30][CH:29]=1.C([O-])([O-])=O.[K+].[K+], predict the reaction product. The product is: [CH3:1][N:2]1[CH:6]=[C:5]([C:7]2[C:15]3[C:10](=[N:11][CH:12]=[C:13]([O:16][CH2:26][CH2:27][C:28]4[CH:33]=[CH:32][CH:31]=[CH:30][CH:29]=4)[CH:14]=3)[N:9]([CH2:17][O:18][CH2:19][CH2:20][Si:21]([CH3:24])([CH3:23])[CH3:22])[CH:8]=2)[CH:4]=[N:3]1.